This data is from Experimentally validated miRNA-target interactions with 360,000+ pairs, plus equal number of negative samples. The task is: Binary Classification. Given a miRNA mature sequence and a target amino acid sequence, predict their likelihood of interaction. (1) The miRNA is hsa-miR-6824-5p with sequence GUAGGGGAGGUUGGGCCAGGGA. The protein sequence of the target gene is MPLGAPALLALALGLGLWLGALAGDPGRGCGPCPLPCFCGPAPDAACRVNCSGRWLQTLGPSLRIPADATALDLSHNLLQTLDIGLLVNLSALVELDLSNNRISTLEEGVFANLFNLSEINLSGNPFECNCGLAWLPRWAKEHQVHVVQSEATTCRGPIPLAGQPLLSIPLLDNACGEEYVACLPDNSSGAVAAVPFYFAHEGPLETEACSAFCFSAGEGLAALSEQNQCLCGAGQASNSSAACSSWCSSISLSLNSACGGPTLLQHTFPASPGATLVGPHGPLASGQPADFHITSSLPI.... Result: 0 (no interaction). (2) The protein sequence of the target gene is MDLAAAAEPGAGSQHLEVRDEVAEKCQKLFLDFLEEFQSSDGEIKYLQLAEELIRPERNTLVVSFVDLEQFNQQLSTTIQEEFYRVYPYLCRALKTFVKDRKEIPLAKDFYVAFQDLPTRHKIRELTSSRIGLLTRISGQVVRTHPVHPELVSGTFLCLDCQTVIRDVEQQFKYTQPNICRNPVCANRRRFLLDTNKSRFVDFQKVRIQETQAELPRGSIPRSLEVILRAEAVESAQAGDKCDFTGTLIVVPDVSKLSTPGARAETNSRVSGVDGYETEGIRGLRALGVRDLSYRLVFLA.... Result: 0 (no interaction). The miRNA is mmu-miR-489-3p with sequence AAUGACACCACAUAUAUGGCAGC. (3) The miRNA is cel-miR-800-3p with sequence GCCAAACUCGGAAAUUGUCUGC. The protein sequence of the target gene is MDWKTLQALLSGVNKYSTAFGRIWLSVVFVFRVLVYVVAAERVWGDEQKDFDCNTKQPGCTNVCYDNYFPISNIRLWALQLIFVTCPSLLVILHVAYREERERRHRQKHGDQCAKLYDNAGKKHGGLWWTYLFSLIFKLIIEFLFLYLLHTLWHGFNMPRLVQCANVAPCPNIVDCYIARPTEKKIFTYFMVGASAVCIVLTICELCYLICHRVLRGLHKDKPRGGCSPSSSASRASTCRCHHKLVEAGEVDPDPGNNKLQASAPNLTPI. Result: 0 (no interaction). (4) Result: 1 (interaction). The miRNA is hsa-miR-363-5p with sequence CGGGUGGAUCACGAUGCAAUUU. The protein sequence of the target gene is MSSNECFKCGRSGHWARECPTGGGRGRGMRSRGRGGFTSDRGFQFVSSSLPDICYRCGESGHLAKDCDLQEDACYNCGRGGHIAKDCKEPKREREQCCYNCGKPGHLARDCDHADEQKCYSCGEFGHIQKDCTKVKCYRCGETGHVAINCSKTSEVNCYRCGESGHLARECTIEATA. (5) The miRNA is mmu-miR-301b-3p with sequence CAGUGCAAUGGUAUUGUCAAAGC. The protein sequence of the target gene is MAMKAVCVLKGDGPVQGVIHFEQKASGEPVVVSGQITGLTEGEHGFHVHQYGDNTQGCTTAGPHFNPHSKKHGGPADEERHVGDLGNVAAGKDGVANVSIEDRVISLSGEHSIIGRTMVVHEKQDDLGKGGNEESTKTGNAGSRLACGVIGIAQ. Result: 0 (no interaction).